From a dataset of Forward reaction prediction with 1.9M reactions from USPTO patents (1976-2016). Predict the product of the given reaction. (1) The product is: [CH:1]([C:4]1[CH:5]=[C:6]([CH:9]=[C:10]([CH:14]([CH3:16])[CH3:15])[C:11]=1[O:12][CH3:13])[CH:7]=[C:25]1[C:24]2[C:28](=[CH:29][C:21]([NH:20][C:17](=[O:19])[CH3:18])=[CH:22][CH:23]=2)[NH:27][C:26]1=[O:30])([CH3:3])[CH3:2]. Given the reactants [CH:1]([C:4]1[CH:5]=[C:6]([CH:9]=[C:10]([CH:14]([CH3:16])[CH3:15])[C:11]=1[O:12][CH3:13])[CH:7]=O)([CH3:3])[CH3:2].[C:17]([NH:20][C:21]1[CH:29]=[C:28]2[C:24]([CH2:25][C:26](=[O:30])[NH:27]2)=[CH:23][CH:22]=1)(=[O:19])[CH3:18], predict the reaction product. (2) The product is: [S:1]1[CH:5]=[CH:4][C:3]2[C:6]([N:10]3[CH2:11][CH2:12][N:13]([CH2:16][CH2:17][CH2:18][CH2:19][O:20][C:21]4[CH:30]=[C:29]5[C:24]([CH2:25][CH2:26][C:27](=[O:31])[N:28]5[C:38](=[O:50])[CH2:39][CH2:40][CH2:41][CH2:42][CH2:43][CH2:44][CH2:45][CH2:46][CH2:47][CH2:48][CH3:49])=[CH:23][CH:22]=4)[CH2:14][CH2:15]3)=[CH:7][CH:8]=[CH:9][C:2]1=2. Given the reactants [S:1]1[CH:5]=[CH:4][C:3]2[C:6]([N:10]3[CH2:15][CH2:14][N:13]([CH2:16][CH2:17][CH2:18][CH2:19][O:20][C:21]4[CH:30]=[C:29]5[C:24]([CH2:25][CH2:26][C:27](=[O:31])[NH:28]5)=[CH:23][CH:22]=4)[CH2:12][CH2:11]3)=[CH:7][CH:8]=[CH:9][C:2]1=2.N1C=CC=CC=1.[C:38](Cl)(=[O:50])[CH2:39][CH2:40][CH2:41][CH2:42][CH2:43][CH2:44][CH2:45][CH2:46][CH2:47][CH2:48][CH3:49].O, predict the reaction product. (3) Given the reactants I[C:2]1[S:3][C:4]2[C:12]([CH:13]=1)=[CH:11][C:10]1[S:9][C:8](I)=[CH:7][C:6]=1[CH:5]=2.[C:15]([O:19][C:20]([N:22]1[CH2:26][CH2:25][CH2:24][CH:23]1[C:27]1[NH:31][C:30]2[CH:32]=[CH:33][C:34](B3OC(C)(C)C(C)(C)O3)=[CH:35][C:29]=2[N:28]=1)=[O:21])([CH3:18])([CH3:17])[CH3:16].[C:45]([O-:48])([O-])=[O:46].[K+].[K+], predict the reaction product. The product is: [C:15]([O:19][C:20]([N:22]1[CH2:26][CH2:25][CH2:24][CH:23]1[C:27]1[NH:28][C:29]2[CH:35]=[CH:34][C:33]([C:2]3[S:3][C:4]4[C:12]([CH:13]=3)=[CH:11][C:10]3[S:9][C:8]([C:34]5[CH:33]=[CH:32][C:30]6[NH:31][C:27]([CH:23]7[CH2:24][CH2:25][CH2:26][N:22]7[C:45]([O:48][C:15]([CH3:16])([CH3:17])[CH3:18])=[O:46])=[N:28][C:29]=6[CH:35]=5)=[CH:7][C:6]=3[CH:5]=4)=[CH:32][C:30]=2[N:31]=1)=[O:21])([CH3:18])([CH3:16])[CH3:17].